Dataset: Forward reaction prediction with 1.9M reactions from USPTO patents (1976-2016). Task: Predict the product of the given reaction. (1) Given the reactants [CH:1]1([C:4]2[CH:5]=[C:6]([NH2:9])[NH:7][N:8]=2)[CH2:3][CH2:2]1.Cl[C:11]1[C:16]([N+:17]([O-:19])=[O:18])=[CH:15][CH:14]=[C:13]([Cl:20])[N:12]=1.[C:21](=[O:24])([O-])[O-:22].[K+].[K+], predict the reaction product. The product is: [C:21]([O:22][CH2:5][CH3:6])(=[O:24])[CH3:11].[CH3:3][CH2:2][CH2:1][CH2:4][CH2:5][CH3:6].[Cl:20][C:13]1[N:12]=[C:11]([NH:9][C:6]2[NH:7][N:8]=[C:4]([CH:1]3[CH2:3][CH2:2]3)[CH:5]=2)[C:16]([N+:17]([O-:19])=[O:18])=[CH:15][CH:14]=1. (2) Given the reactants [F:1][C:2]([F:12])([F:11])[C:3]1[CH:4]=[CH:5][C:6]([CH2:9]O)=[N:7][CH:8]=1.[Br:13]P(Br)Br.O, predict the reaction product. The product is: [Br:13][CH2:9][C:6]1[CH:5]=[CH:4][C:3]([C:2]([F:12])([F:11])[F:1])=[CH:8][N:7]=1. (3) Given the reactants [OH:1][C:2]1[CH:9]=[CH:8][C:5]([CH:6]=[O:7])=[CH:4][CH:3]=1.[CH3:10][O:11][CH2:12][CH2:13][CH2:14]O, predict the reaction product. The product is: [CH3:10][O:11][CH2:12][CH2:13][CH2:14][O:1][C:2]1[CH:9]=[CH:8][C:5]([CH:6]=[O:7])=[CH:4][CH:3]=1.